The task is: Predict the reactants needed to synthesize the given product.. This data is from Full USPTO retrosynthesis dataset with 1.9M reactions from patents (1976-2016). (1) Given the product [F:27][C:25]1[CH:26]=[C:21]([OH:20])[CH:22]=[C:23]([F:37])[C:24]=1[C:2]1[N:7]=[C:6]([C:8]([O:10][CH3:11])=[O:9])[CH:5]=[CH:4][C:3]=1[F:12], predict the reactants needed to synthesize it. The reactants are: Br[C:2]1[N:7]=[C:6]([C:8]([O:10][CH3:11])=[O:9])[CH:5]=[CH:4][C:3]=1[F:12].C([Si]([O:20][C:21]1[CH:26]=[C:25]([F:27])[C:24](B2OC(C)(C)C(C)(C)O2)=[C:23]([F:37])[CH:22]=1)(C)C)(C)(C)C. (2) Given the product [ClH:32].[Cl:32][C:29]1[CH:30]=[CH:31][C:26]([C:23]2[CH:24]=[CH:25][C:20]([NH:19][CH2:17][CH2:16][C:14]3[N:15]=[C:11]([S:10][C:7]([CH3:9])([CH3:8])[C:6]([OH:33])=[O:5])[S:12][CH:13]=3)=[N:21][CH:22]=2)=[CH:27][CH:28]=1, predict the reactants needed to synthesize it. The reactants are: C([O:5][C:6](=[O:33])[C:7]([S:10][C:11]1[S:12][CH:13]=[C:14]([CH2:16][C:17]([NH:19][C:20]2[CH:25]=[CH:24][C:23]([C:26]3[CH:31]=[CH:30][C:29]([Cl:32])=[CH:28][CH:27]=3)=[CH:22][N:21]=2)=O)[N:15]=1)([CH3:9])[CH3:8])(C)(C)C.FC(F)(F)C(O)=O. (3) Given the product [Br:16][C:17]1[CH:18]=[CH:19][C:20]([NH:23][C:7](=[O:8])[C:6]2[CH:10]=[CH:11][C:12]([N+:13]([O-:15])=[O:14])=[C:4]([N+:1]([O-:3])=[O:2])[CH:5]=2)=[N:21][CH:22]=1, predict the reactants needed to synthesize it. The reactants are: [N+:1]([C:4]1[CH:5]=[C:6]([CH:10]=[CH:11][C:12]=1[N+:13]([O-:15])=[O:14])[C:7](Cl)=[O:8])([O-:3])=[O:2].[Br:16][C:17]1[CH:18]=[CH:19][C:20]([NH2:23])=[N:21][CH:22]=1. (4) Given the product [Br:8][C:9]1[CH:13]=[C:12]([C:22]#[C:21][C:20]([CH3:24])([CH3:23])[CH3:19])[S:11][C:10]=1[C:15]([O:17][CH3:18])=[O:16], predict the reactants needed to synthesize it. The reactants are: C(NC(C)C)(C)C.[Br:8][C:9]1[CH:13]=[C:12](Br)[S:11][C:10]=1[C:15]([O:17][CH3:18])=[O:16].[CH3:19][C:20]([CH3:24])([CH3:23])[C:21]#[CH:22].CC(C)C#C. (5) The reactants are: [C:1]([OH:12])(=[O:11])[C:2]1[CH:10]=[CH:9][C:7]([OH:8])=[C:4]([O:5][CH3:6])[CH:3]=1.C(O)(=O)C[C:15]1[CH:23]=[CH:22][C:20]([OH:21])=[C:17]([O:18][CH3:19])[CH:16]=1.[CH3:26][C:27]([C:29]1[CH:37]=[CH:36][C:34]([OH:35])=[C:31]([O:32][CH3:33])[CH:30]=1)=[O:28]. Given the product [C:1]([OH:12])(=[O:11])[C:2]1[CH:10]=[C:9]([O:18][CH3:17])[C:7]([OH:8])=[C:4]([O:5][CH3:6])[CH:3]=1.[CH3:26][C:27]([C:29]1[CH:30]=[C:31]([O:32][CH3:33])[C:34]([OH:35])=[C:36]([O:5][CH3:4])[CH:37]=1)=[O:28].[CH3:4][O:5][C:22]1[CH:23]=[CH:15][CH:16]=[C:17]([O:18][CH3:19])[C:20]=1[OH:21], predict the reactants needed to synthesize it. (6) The reactants are: Br[CH2:2][C:3]1[C:4]([N+:13]([O-:15])=[O:14])=[C:5]([CH:10]=[CH:11][CH:12]=1)[C:6]([O:8][CH3:9])=[O:7].[C:16]([O-])([O-])=[O:17].[K+].[K+]. Given the product [CH3:16][O:17][CH2:2][C:3]1[C:4]([N+:13]([O-:15])=[O:14])=[C:5]([CH:10]=[CH:11][CH:12]=1)[C:6]([O:8][CH3:9])=[O:7], predict the reactants needed to synthesize it. (7) Given the product [C:28]([OH:43])(=[O:27])/[CH:31]=[CH:35]/[C:34]([OH:37])=[O:36].[F:1][C:2]1[CH:7]=[CH:6][C:5]([O:8][CH3:9])=[CH:4][C:3]=1[C:10]1[N:14]([S:15]([C:18]2[CH:19]=[N:20][CH:21]=[CH:22][CH:23]=2)(=[O:17])=[O:16])[CH:13]=[C:12]([CH2:24][NH:25][CH3:26])[CH:11]=1, predict the reactants needed to synthesize it. The reactants are: [F:1][C:2]1[CH:7]=[CH:6][C:5]([O:8][CH3:9])=[CH:4][C:3]=1[C:10]1[N:14]([S:15]([C:18]2[CH:19]=[N:20][CH:21]=[CH:22][CH:23]=2)(=[O:17])=[O:16])[CH:13]=[C:12]([CH2:24][N:25](C)[C:26](=O)[O:27][C:28]([CH3:31])(C)C)[CH:11]=1.[C:34]([O:37]CC)(=[O:36])[CH3:35].Cl.C([OH:43])C. (8) The reactants are: [Cl:1][C:2]1[N:3]=[CH:4][N:5]([CH2:29][O:30][CH2:31][CH2:32][Si:33]([CH3:36])([CH3:35])[CH3:34])[C:6]=1[C:7]([NH:9][CH2:10][C:11]1[CH:16]=[CH:15][C:14]([Cl:17])=[C:13]([O:18][C:19]2[CH:24]=[C:23]([CH:25]=C)[CH:22]=[C:21]([Cl:27])[CH:20]=2)[C:12]=1[F:28])=[O:8].I([O-])(=O)(=O)=[O:38].[Na+]. Given the product [Cl:1][C:2]1[N:3]=[CH:4][N:5]([CH2:29][O:30][CH2:31][CH2:32][Si:33]([CH3:36])([CH3:35])[CH3:34])[C:6]=1[C:7]([NH:9][CH2:10][C:11]1[CH:16]=[CH:15][C:14]([Cl:17])=[C:13]([O:18][C:19]2[CH:24]=[C:23]([CH:25]=[O:38])[CH:22]=[C:21]([Cl:27])[CH:20]=2)[C:12]=1[F:28])=[O:8], predict the reactants needed to synthesize it. (9) Given the product [CH3:24][O:23][C:21](=[O:22])[CH2:20][C:19](=[O:25])[CH2:18][O:3][CH2:4][CH2:5][N:6]1[C:10](=[O:11])[C:9]2[C:8](=[CH:15][CH:14]=[CH:13][CH:12]=2)[C:7]1=[O:16], predict the reactants needed to synthesize it. The reactants are: [H-].[Na+].[OH:3][CH2:4][CH2:5][N:6]1[C:10](=[O:11])[C:9]2=[CH:12][CH:13]=[CH:14][CH:15]=[C:8]2[C:7]1=[O:16].Cl[CH2:18][C:19](=[O:25])[CH2:20][C:21]([O:23][CH3:24])=[O:22].[Cl-].[NH4+].Cl. (10) Given the product [Cl:1][C:2]1[C:7]([O:8][CH3:9])=[C:6]([O:10][CH3:11])[CH:5]=[CH:4][C:3]=1[CH2:12][CH2:13][NH:14][C:23](=[O:24])[O:25][CH2:26][CH3:27], predict the reactants needed to synthesize it. The reactants are: [Cl:1][C:2]1[C:7]([O:8][CH3:9])=[C:6]([O:10][CH3:11])[CH:5]=[CH:4][C:3]=1[CH2:12][CH2:13][NH2:14].C(N(CC)CC)C.Cl[C:23]([O:25][CH2:26][CH3:27])=[O:24].